This data is from Catalyst prediction with 721,799 reactions and 888 catalyst types from USPTO. The task is: Predict which catalyst facilitates the given reaction. (1) Reactant: C([Mg]Br)C.[CH:5]1([C:8]#[CH:9])[CH2:7][CH2:6]1.S(Cl)(Cl)=O.[Cl:14][C:15]1[CH:16]=[C:17]2[C:22](=[CH:23][CH:24]=1)[NH:21][C:20](=O)[N:19]([CH2:26][C:27]([F:30])([F:29])[F:28])[C:18]2(O)[C:31]([F:34])([F:33])[F:32].C(N(CC)CC)C. Product: [Cl:14][C:15]1[CH:16]=[C:17]2[C:22](=[CH:23][CH:24]=1)[N:21]=[CH:20][N:19]([CH2:26][C:27]([F:30])([F:29])[F:28])[C:18]2([C:9]#[C:8][CH:5]1[CH2:7][CH2:6]1)[C:31]([F:33])([F:34])[F:32]. The catalyst class is: 7. (2) Reactant: [F:1][C:2]1[C:3]([C:25]2[CH:26]=[N:27][C:28]([O:31][CH3:32])=[N:29][CH:30]=2)=[C:4]2[C:9](=[CH:10][CH:11]=1)[N:8]=[C:7]([C@@H:12]1[CH2:16][C@H:15]([OH:17])[CH2:14][NH:13]1)[N:6]([C:18]1[CH:23]=[CH:22][CH:21]=[CH:20][CH:19]=1)[C:5]2=[O:24].[NH2:33][C:34]1[N:39]=[C:38](Cl)[C:37]([C:41]#[N:42])=[C:36]([CH3:43])[N:35]=1.CCN(C(C)C)C(C)C. Product: [NH2:33][C:34]1[N:39]=[C:38]([N:13]2[CH2:14][C@@H:15]([OH:17])[CH2:16][C@H:12]2[C:7]2[N:6]([C:18]3[CH:19]=[CH:20][CH:21]=[CH:22][CH:23]=3)[C:5](=[O:24])[C:4]3[C:9](=[CH:10][CH:11]=[C:2]([F:1])[C:3]=3[C:25]3[CH:30]=[N:29][C:28]([O:31][CH3:32])=[N:27][CH:26]=3)[N:8]=2)[C:37]([C:41]#[N:42])=[C:36]([CH3:43])[N:35]=1. The catalyst class is: 14. (3) Reactant: Br[C:2]1[CH:3]=[CH:4][C:5](O)=[C:6]([C:8]2[CH:17]=[CH:16][C:15]3[C:10](=[CH:11][CH:12]=[C:13]([C:18]4[N:22]([CH:23]5[CH2:28][CH2:27][CH2:26][CH2:25][CH2:24]5)[C:21]5[CH:29]=[CH:30][C:31]([C:33]([OH:35])=[O:34])=[CH:32][C:20]=5[N:19]=4)[CH:14]=3)[N:9]=2)[CH:7]=1.[C:37]1(C(=O)C)[C:46]2[C:37](=[CH:38][CH:39]=CC=2)[CH:46]=[CH:39][CH:38]=1.[OH-].[K+]. Product: [CH:23]1([N:22]2[C:21]3[CH:29]=[CH:30][C:31]([C:33]([OH:35])=[O:34])=[CH:32][C:20]=3[N:19]=[C:18]2[C:13]2[CH:14]=[C:15]3[C:10](=[CH:11][CH:12]=2)[N:9]=[C:8]([C:6]2[C:5]4[C:4](=[CH:46][CH:37]=[CH:38][CH:39]=4)[CH:3]=[CH:2][CH:7]=2)[CH:17]=[CH:16]3)[CH2:24][CH2:25][CH2:26][CH2:27][CH2:28]1. The catalyst class is: 8. (4) Reactant: [Cl:1][C:2]1[CH:3]=[C:4]([C:8]2[CH:9]=[C:10]([CH2:16][C:17]3[N:18]=[CH:19][C:20]([NH:23]C(=O)OC(C)(C)C)=[N:21][CH:22]=3)[CH:11]=[N:12][C:13]=2[O:14][CH3:15])[CH:5]=[CH:6][CH:7]=1. Product: [Cl:1][C:2]1[CH:3]=[C:4]([C:8]2[CH:9]=[C:10]([CH2:16][C:17]3[N:18]=[CH:19][C:20]([NH2:23])=[N:21][CH:22]=3)[CH:11]=[N:12][C:13]=2[O:14][CH3:15])[CH:5]=[CH:6][CH:7]=1. The catalyst class is: 157. (5) Product: [Cl:1][C:2]1[C:6]([Cl:7])=[C:5]([CH3:8])[NH:4][C:3]=1[C:9]([NH:11][CH:12]1[CH2:17][CH2:16][N:15]([C:18]2[S:19][C:20]([C:31]([OH:33])=[O:32])=[C:21]([C:23]3[N:24]([CH2:28][O:29][CH3:30])[CH:25]=[CH:26][N:27]=3)[N:22]=2)[CH2:14]/[C:13]/1=[N:35]\[O:36][CH3:37])=[O:10]. Reactant: [Cl:1][C:2]1[C:6]([Cl:7])=[C:5]([CH3:8])[NH:4][C:3]=1[C:9]([NH:11][CH:12]1[CH2:17][CH2:16][N:15]([C:18]2[S:19][C:20]([C:31]([O:33]C)=[O:32])=[C:21]([C:23]3[N:24]([CH2:28][O:29][CH3:30])[CH:25]=[CH:26][N:27]=3)[N:22]=2)[CH2:14]/[C:13]/1=[N:35]\[O:36][CH3:37])=[O:10].[Li+].[I-].Cl. The catalyst class is: 20. (6) Reactant: [H-].[Na+].[C:3]([C:7]1[CH:12]=[CH:11][CH:10]=[CH:9][C:8]=1[OH:13])([CH3:6])([CH3:5])[CH3:4].[CH3:14][O:15][CH2:16][CH2:17][O:18][CH2:19]Cl. Product: [C:3]([C:7]1[CH:12]=[CH:11][CH:10]=[CH:9][C:8]=1[O:13][CH2:14][O:15][CH2:16][CH2:17][O:18][CH3:19])([CH3:6])([CH3:4])[CH3:5]. The catalyst class is: 7. (7) Reactant: Br[C:2]1[CH:3]=[C:4]([NH:9][C:10](=[O:28])[C:11]2[CH:16]=[CH:15][C:14]([CH2:17][N:18]3[CH2:23][CH2:22][O:21][CH2:20][CH2:19]3)=[C:13]([C:24]([F:27])([F:26])[F:25])[CH:12]=2)[CH:5]=[CH:6][C:7]=1[CH3:8].Br[C:30]1[CH:31]=[C:32]2[C:37](=[CH:38][CH:39]=1)[CH:36]=[N:35][N:34]=[CH:33]2.BrC1C=C(C2C(C(F)(F)F)=C(CN3CCOCC3)C=CC=2C(N)=O)C=CC=1C. Product: [CH3:8][C:7]1[CH:6]=[CH:5][C:4]([NH:9][C:10](=[O:28])[C:11]2[CH:16]=[CH:15][C:14]([CH2:17][N:18]3[CH2:19][CH2:20][O:21][CH2:22][CH2:23]3)=[C:13]([C:24]([F:25])([F:26])[F:27])[CH:12]=2)=[CH:3][C:2]=1[C:30]1[CH:31]=[C:32]2[C:37](=[CH:38][CH:39]=1)[CH:36]=[N:35][N:34]=[CH:33]2. The catalyst class is: 370. (8) Reactant: [OH-].[Na+].O1CCOCC1.[Cl:9][C:10]1[CH:11]=[C:12]2[C:16](=[CH:17][CH:18]=1)[N:15](S(C1C=CC=CC=1)(=O)=O)[C:14]([S:28]([N:31]1[CH2:36][CH2:35][NH:34][CH:33]([CH2:37][CH3:38])[CH2:32]1)(=[O:30])=[O:29])=[CH:13]2.[Cl-].[NH4+]. Product: [Cl:9][C:10]1[CH:11]=[C:12]2[C:16](=[CH:17][CH:18]=1)[NH:15][C:14]([S:28]([N:31]1[CH2:36][CH2:35][NH:34][CH:33]([CH2:37][CH3:38])[CH2:32]1)(=[O:30])=[O:29])=[CH:13]2. The catalyst class is: 84. (9) Reactant: [Br:1][C:2]1[CH:7]=[CH:6][C:5]([C:8]2[NH:12][C:11](=[O:13])[N:10]([CH3:14])[N:9]=2)=[CH:4][CH:3]=1.[H-].[Na+].[CH3:17][Si:18]([CH3:25])([CH3:24])[CH2:19][CH2:20][O:21][CH2:22]Cl. Product: [Br:1][C:2]1[CH:3]=[CH:4][C:5]([C:8]2[N:12]([CH2:22][O:21][CH2:20][CH2:19][Si:18]([CH3:25])([CH3:24])[CH3:17])[C:11](=[O:13])[N:10]([CH3:14])[N:9]=2)=[CH:6][CH:7]=1. The catalyst class is: 3.